This data is from Catalyst prediction with 721,799 reactions and 888 catalyst types from USPTO. The task is: Predict which catalyst facilitates the given reaction. (1) Reactant: [O:1]=[C:2]1[NH:7][CH:6]2[CH:4]([CH2:5]2)[N:3]1[C:8]([O:10][CH2:11][C:12]1[CH:17]=[CH:16][CH:15]=[CH:14][CH:13]=1)=[O:9].Br[C:19]1[CH:24]=[CH:23][N:22]=[C:21]([O:25][CH3:26])[CH:20]=1.CC1(C)C2C(=C(P(C3C=CC=CC=3)C3C=CC=CC=3)C=CC=2)OC2C(P(C3C=CC=CC=3)C3C=CC=CC=3)=CC=CC1=2.C(=O)([O-])[O-].[Cs+].[Cs+]. Product: [CH3:26][O:25][C:21]1[CH:20]=[C:19]([N:7]2[CH:6]3[CH:4]([CH2:5]3)[N:3]([C:8]([O:10][CH2:11][C:12]3[CH:17]=[CH:16][CH:15]=[CH:14][CH:13]=3)=[O:9])[C:2]2=[O:1])[CH:24]=[CH:23][N:22]=1. The catalyst class is: 102. (2) Reactant: [F:1][C:2]1[C:3]([OH:9])=[N:4][C:5]([F:8])=[CH:6][CH:7]=1.N1C=CC=CC=1.[F:16][C:17]([F:30])([F:29])[S:18](O[S:18]([C:17]([F:30])([F:29])[F:16])(=[O:20])=[O:19])(=[O:20])=[O:19]. Product: [F:16][C:17]([F:30])([F:29])[S:18]([O:9][C:3]1[C:2]([F:1])=[CH:7][CH:6]=[C:5]([F:8])[N:4]=1)(=[O:20])=[O:19]. The catalyst class is: 2. (3) Reactant: [CH3:1][C:2]1[C:6]([C:7]2[CH:8]=[C:9]([NH2:15])[CH:10]=[CH:11][C:12]=2[O:13][CH3:14])=[C:5]([CH3:16])[O:4][N:3]=1.C(O[CH:20]=[C:21]([C:27]([O:29][CH2:30][CH3:31])=[O:28])[C:22]([O:24][CH2:25][CH3:26])=[O:23])C.C(O)C. Product: [CH2:25]([O:24][C:22](=[O:23])[C:21](=[CH:20][NH:15][C:9]1[CH:10]=[CH:11][C:12]([O:13][CH3:14])=[C:7]([C:6]2[C:2]([CH3:1])=[N:3][O:4][C:5]=2[CH3:16])[CH:8]=1)[C:27]([O:29][CH2:30][CH3:31])=[O:28])[CH3:26]. The catalyst class is: 2. (4) Reactant: C([N:14]1[CH2:17][CH:16]([CH:18]([NH:21][C:22](=[O:27])[C:23]([F:26])([F:25])[F:24])[CH2:19][CH3:20])[CH2:15]1)(C1C=CC=CC=1)C1C=CC=CC=1.[ClH:28]. Product: [ClH:28].[NH:14]1[CH2:17][CH:16]([CH:18]([NH:21][C:22](=[O:27])[C:23]([F:25])([F:26])[F:24])[CH2:19][CH3:20])[CH2:15]1. The catalyst class is: 19.